This data is from Forward reaction prediction with 1.9M reactions from USPTO patents (1976-2016). The task is: Predict the product of the given reaction. (1) Given the reactants [CH2:1]([N:4]1[C:12](=[O:13])[C:11]2[N:10]([CH2:14][O:15][CH2:16][CH2:17][Si:18]([CH3:21])([CH3:20])[CH3:19])[C:9]([C:22]3[CH:23]=[N:24][N:25]([CH2:27][C:28]#[CH:29])[CH:26]=3)=[N:8][C:7]=2[N:6]([CH2:30][CH2:31][CH3:32])[C:5]1=[O:33])[CH2:2][CH3:3].[CH3:34][N:35]1[CH2:40][CH2:39][NH:38][CH2:37][CH2:36]1.C=O.[CH3:43]S(C)=O, predict the reaction product. The product is: [CH3:34][N:35]1[CH2:40][CH2:39][N:38]([CH2:43][C:29]#[C:28][CH2:27][N:25]2[CH:26]=[C:22]([C:9]3[N:10]([CH2:14][O:15][CH2:16][CH2:17][Si:18]([CH3:20])([CH3:21])[CH3:19])[C:11]4[C:12](=[O:13])[N:4]([CH2:1][CH2:2][CH3:3])[C:5](=[O:33])[N:6]([CH2:30][CH2:31][CH3:32])[C:7]=4[N:8]=3)[CH:23]=[N:24]2)[CH2:37][CH2:36]1. (2) Given the reactants CCCCCC.C([Li])CCC.Br[C:13]1[CH:14]=[C:15]([F:19])[CH:16]=[CH:17][CH:18]=1.[N:20]1[C:29]2[C:24](=[C:25]3[CH:37]=[CH:36][CH:35]=[CH:34][C:26]3=[C:27]3[CH:33]=[CH:32][CH:31]=[CH:30][C:28]3=2)[N:23]=[CH:22][CH:21]=1, predict the reaction product. The product is: [F:19][C:15]1[CH:14]=[C:13]([C:22]2[CH:21]=[N:20][C:29]3[C:24](=[C:25]4[CH:37]=[CH:36][CH:35]=[CH:34][C:26]4=[C:27]4[CH:33]=[CH:32][CH:31]=[CH:30][C:28]4=3)[N:23]=2)[CH:18]=[CH:17][CH:16]=1. (3) Given the reactants S(C1C=CC=CC=1)([O-])(=O)=O.[CH3:11][S:12]([CH2:15][C:16]([OH:18])=O)(=[O:14])=[O:13].C1N=CN(C(N2C=NC=C2)=O)C=1.C(N(CC)CC)C.[Cl:38][C:39]1[CH:40]=[C:41]([C:47]2([C:64]([F:67])([F:66])[F:65])[O:51][N:50]=[C:49]([C:52]3[CH:53]=[C:54]4[C:58](=[CH:59][CH:60]=3)[C:57]3([CH2:63][NH:62][CH2:61]3)[O:56][CH2:55]4)[CH2:48]2)[CH:42]=[C:43]([Cl:46])[C:44]=1[F:45], predict the reaction product. The product is: [Cl:46][C:43]1[CH:42]=[C:41]([C:47]2([C:64]([F:65])([F:67])[F:66])[O:51][N:50]=[C:49]([C:52]3[CH:53]=[C:54]4[C:58](=[CH:59][CH:60]=3)[C:57]3([CH2:61][N:62]([C:16](=[O:18])[CH2:15][S:12]([CH3:11])(=[O:14])=[O:13])[CH2:63]3)[O:56][CH2:55]4)[CH2:48]2)[CH:40]=[C:39]([Cl:38])[C:44]=1[F:45]. (4) Given the reactants [CH2:1]([N:8]1[C:13](=[O:14])[CH:12]=[CH:11][C:10]([C:15]2[S:19][C:18]([C:20]([O:22]CC)=O)=[N:17][C:16]=2[C:25]2[CH:30]=[CH:29][CH:28]=[CH:27][CH:26]=2)=[N:9]1)[C:2]1[CH:7]=[CH:6][CH:5]=[CH:4][CH:3]=1.[CH:31]1([NH2:34])[CH2:33][CH2:32]1, predict the reaction product. The product is: [CH2:1]([N:8]1[C:13](=[O:14])[CH:12]=[CH:11][C:10]([C:15]2[S:19][C:18]([C:20]([NH:34][CH:31]3[CH2:33][CH2:32]3)=[O:22])=[N:17][C:16]=2[C:25]2[CH:30]=[CH:29][CH:28]=[CH:27][CH:26]=2)=[N:9]1)[C:2]1[CH:7]=[CH:6][CH:5]=[CH:4][CH:3]=1.